Task: Predict the reaction yield, written as a fraction of the theoretical maximum amount of product (1.0 means a 100% yield; for example, 0.34 means a 34% yield).. Dataset: Reaction yield outcomes from USPTO patents with 853,638 reactions (1) The reactants are Br[C:2]1[CH:3]=[C:4]([CH:10]=[CH:11][CH:12]=1)[C:5]([O:7]CC)=[O:6].[N:13]1([C:19]([O:21][C:22]([CH3:25])([CH3:24])[CH3:23])=[O:20])[CH2:18][CH2:17][NH:16][CH2:15][CH2:14]1.CC([O-])(C)C.[Na+].CC1(C)C2C(=C(P(C3C=CC=CC=3)C3C=CC=CC=3)C=CC=2)OC2C(P(C3C=CC=CC=3)C3C=CC=CC=3)=CC=CC1=2. The catalyst is O1CCOCC1.C1C=CC(/C=C/C(/C=C/C2C=CC=CC=2)=O)=CC=1.C1C=CC(/C=C/C(/C=C/C2C=CC=CC=2)=O)=CC=1.C1C=CC(/C=C/C(/C=C/C2C=CC=CC=2)=O)=CC=1.[Pd].[Pd]. The product is [C:22]([O:21][C:19]([N:13]1[CH2:18][CH2:17][N:16]([C:2]2[CH:3]=[C:4]([CH:10]=[CH:11][CH:12]=2)[C:5]([OH:7])=[O:6])[CH2:15][CH2:14]1)=[O:20])([CH3:25])([CH3:23])[CH3:24]. The yield is 0.422. (2) The yield is 0.530. The product is [CH2:1]([C:3]1[CH:4]=[C:5]2[C:10](=[CH:11][C:12]=1[O:13][C:14]1[CH:19]=[CH:18][N:17]=[C:16]([S:20][CH3:21])[N:15]=1)[O:9][CH:8]([C:22]([F:25])([F:24])[F:23])[C:7]([C:26]([OH:28])=[O:27])=[CH:6]2)[CH3:2]. The catalyst is O1CCCC1.O. The reactants are [CH2:1]([C:3]1[CH:4]=[C:5]2[C:10](=[CH:11][C:12]=1[O:13][C:14]1[CH:19]=[CH:18][N:17]=[C:16]([S:20][CH3:21])[N:15]=1)[O:9][CH:8]([C:22]([F:25])([F:24])[F:23])[C:7]([C:26]([O:28]CC)=[O:27])=[CH:6]2)[CH3:2].[OH-].[Li+].C(O)C. (3) The reactants are [C:1]([O:5][C:6]([N:8]1[CH2:17][C:16]([CH3:19])([CH3:18])[C:15]2[C:10](=[C:11]([NH2:20])[CH:12]=[CH:13][CH:14]=2)[CH2:9]1)=[O:7])([CH3:4])([CH3:3])[CH3:2].CCN(C(C)C)C(C)C.[CH2:30]([O:32][C:33](=[O:36])[CH2:34]Br)[CH3:31]. The catalyst is CC#N. The product is [C:1]([O:5][C:6]([N:8]1[CH2:17][C:16]([CH3:19])([CH3:18])[C:15]2[C:10](=[C:11]([NH:20][CH2:34][C:33]([O:32][CH2:30][CH3:31])=[O:36])[CH:12]=[CH:13][CH:14]=2)[CH2:9]1)=[O:7])([CH3:4])([CH3:2])[CH3:3]. The yield is 0.730. (4) The reactants are [F:1][C:2]1[CH:9]=[CH:8][CH:7]=[C:6]([I:10])[C:3]=1[C:4]#N.[H-].C([Al+]CC(C)C)C(C)C.C1(C)C=CC=CC=1.S(=O)(=O)(O)[OH:29]. The catalyst is C1(C)C=CC=CC=1. The product is [F:1][C:2]1[CH:9]=[CH:8][CH:7]=[C:6]([I:10])[C:3]=1[CH:4]=[O:29]. The yield is 0.830.